This data is from CYP2D6 inhibition data for predicting drug metabolism from PubChem BioAssay. The task is: Regression/Classification. Given a drug SMILES string, predict its absorption, distribution, metabolism, or excretion properties. Task type varies by dataset: regression for continuous measurements (e.g., permeability, clearance, half-life) or binary classification for categorical outcomes (e.g., BBB penetration, CYP inhibition). Dataset: cyp2d6_veith. (1) The molecule is O=C(c1ccco1)N1CCC2(CCN(Cc3cc(C(F)(F)F)cc(C(F)(F)F)c3)CC2)CC1. The result is 1 (inhibitor). (2) The compound is CCOC(C(=O)OCCCN(CC)CC)(c1ccccc1)c1ccccc1.Cl. The result is 1 (inhibitor). (3) The compound is CCOC(=O)c1sc(N(Cc2ccccc2)C(=O)CN2C(=O)CN(C)C2=O)nc1C. The result is 0 (non-inhibitor). (4) The compound is N=C(N)c1ccc(OCCCCCOc2ccc(C(=N)N)cc2)cc1.O=S(=O)(O)CCO.O=S(=O)(O)CCO. The result is 0 (non-inhibitor).